From a dataset of Forward reaction prediction with 1.9M reactions from USPTO patents (1976-2016). Predict the product of the given reaction. (1) The product is: [NH2:22][C:19]1[CH:20]=[CH:21][C:16]([S:13](=[O:14])(=[O:15])[NH:12][C:11]2[C:2]([F:1])=[CH:3][C:4]3[CH2:8][O:7][B:6]([OH:9])[C:5]=3[CH:10]=2)=[C:17]([NH:25][C:26](=[O:30])[O:27][CH2:28][CH3:29])[CH:18]=1. Given the reactants [F:1][C:2]1[C:11]([NH:12][S:13]([C:16]2[CH:21]=[CH:20][C:19]([N+:22]([O-])=O)=[CH:18][C:17]=2[NH:25][C:26](=[O:30])[O:27][CH2:28][CH3:29])(=[O:15])=[O:14])=[CH:10][C:5]2[B:6]([OH:9])[O:7][CH2:8][C:4]=2[CH:3]=1.CCOC(C)=O.[H][H], predict the reaction product. (2) The product is: [O:1]1[CH2:5][CH2:4][N:3]=[C:2]1[C:6]([NH2:9])([CH3:8])[CH3:7]. Given the reactants [O:1]1[CH:5]=[CH:4][N:3]=[C:2]1[C:6]([NH:9]C(=O)OCC1C=CC=CC=1)([CH3:8])[CH3:7].[H][H], predict the reaction product. (3) Given the reactants Cl[CH2:2][C:3]1[S:4][C:5]2[C:10]([N:11]=1)=[CH:9][CH:8]=[CH:7][N:6]=2.[CH3:12][O:13][C:14]1[CH:19]=[CH:18][CH:17]=[CH:16][C:15]=1[N:20]1[CH2:25][CH2:24][NH:23][CH2:22][CH2:21]1.CC(=O)OCC, predict the reaction product. The product is: [CH3:12][O:13][C:14]1[CH:19]=[CH:18][CH:17]=[CH:16][C:15]=1[N:20]1[CH2:25][CH2:24][N:23]([CH2:2][C:3]2[S:4][C:5]3[C:10]([N:11]=2)=[CH:9][CH:8]=[CH:7][N:6]=3)[CH2:22][CH2:21]1. (4) Given the reactants Cl[C:2]1[N:7]=[CH:6][N:5]=[C:4]([C:8]2[C:9]([CH:30]3[CH2:32][CH2:31]3)=[N:10][C:11]([N:16]3[CH2:21][CH2:20][N:19]([C:22]([CH:24]4[CH2:26][CH2:25]4)=[O:23])[C@H:18]([CH:27]4[CH2:29][CH2:28]4)[CH2:17]3)=[C:12]([CH:15]=2)[C:13]#[N:14])[CH:3]=1.[CH:33]([K])=[CH2:34].B(F)(F)F.[F-].[Cs+], predict the reaction product. The product is: [CH:24]1([C:22]([N:19]2[CH2:20][CH2:21][N:16]([C:11]3[N:10]=[C:9]([CH:30]4[CH2:32][CH2:31]4)[C:8]([C:4]4[CH:3]=[C:2]([CH:33]=[CH2:34])[N:7]=[CH:6][N:5]=4)=[CH:15][C:12]=3[C:13]#[N:14])[CH2:17][C@H:18]2[CH:27]2[CH2:29][CH2:28]2)=[O:23])[CH2:26][CH2:25]1. (5) Given the reactants [CH2:1]([C:4]1([S:7]([NH:10][C:11]2[C:19]([NH:20][C:21]3[CH:26]=[CH:25][C:24]([I:27])=[CH:23][C:22]=3[F:28])=[C:18]([F:29])[C:14]3[N:15]=[CH:16][O:17][C:13]=3[CH:12]=2)(=[O:9])=[O:8])[CH2:6][CH2:5]1)[CH:2]=[CH2:3].C[N+]1([O-])CC[O:34]CC1.[OH2:38], predict the reaction product. The product is: [OH:38][CH:2]([CH2:3][OH:34])[CH2:1][C:4]1([S:7]([NH:10][C:11]2[C:19]([NH:20][C:21]3[CH:26]=[CH:25][C:24]([I:27])=[CH:23][C:22]=3[F:28])=[C:18]([F:29])[C:14]3[N:15]=[CH:16][O:17][C:13]=3[CH:12]=2)(=[O:9])=[O:8])[CH2:6][CH2:5]1.